Dataset: Peptide-MHC class I binding affinity with 185,985 pairs from IEDB/IMGT. Task: Regression. Given a peptide amino acid sequence and an MHC pseudo amino acid sequence, predict their binding affinity value. This is MHC class I binding data. (1) The peptide sequence is YFSGIMVRL. The MHC is HLA-B39:01 with pseudo-sequence HLA-B39:01. The binding affinity (normalized) is 0.322. (2) The peptide sequence is LTAMGMSL. The MHC is Mamu-A01 with pseudo-sequence Mamu-A01. The binding affinity (normalized) is 0.672. (3) The peptide sequence is AHSKAETEA. The MHC is HLA-B08:01 with pseudo-sequence HLA-B08:01. The binding affinity (normalized) is 0.0847. (4) The peptide sequence is CRTSIVGRAW. The MHC is H-2-Kb with pseudo-sequence H-2-Kb. The binding affinity (normalized) is 0. (5) The peptide sequence is GMLPVCPLI. The MHC is HLA-A02:06 with pseudo-sequence HLA-A02:06. The binding affinity (normalized) is 0.471.